This data is from Reaction yield outcomes from USPTO patents with 853,638 reactions. The task is: Predict the reaction yield, written as a fraction of the theoretical maximum amount of product (1.0 means a 100% yield; for example, 0.34 means a 34% yield). The reactants are [NH:1]([C:11]([O:13][CH2:14][CH:15]1[C:27]2[C:22](=[CH:23][CH:24]=[CH:25][CH:26]=2)[C:21]2[C:16]1=[CH:17][CH:18]=[CH:19][CH:20]=2)=[O:12])[C@H:2]([C:8]([OH:10])=[O:9])[CH2:3][CH2:4][CH2:5][CH2:6][NH2:7].Cl.[N:29]1[CH:34]=[CH:33][CH:32]=[CH:31][C:30]=1[CH:35]=O.[BH-](OC(C)=O)(OC(C)=O)OC(C)=O.[Na+].[C:51]([O:55][C:56]([CH3:59])([CH3:58])[CH3:57])(=[O:54])[CH:52]=O. The catalyst is ClCCCl.O. The product is [CH:17]1[C:16]2[CH:15]([CH2:14][O:13][C:11](=[O:12])[NH:1][C@H:2]([C:8]([OH:10])=[O:9])[CH2:3][CH2:4][CH2:5][CH2:6][N:7]([CH2:35][C:30]3[CH:31]=[CH:32][CH:33]=[CH:34][N:29]=3)[CH2:52][C:51](=[O:54])[O:55][C:56]([CH3:59])([CH3:58])[CH3:57])[C:27]3[C:22](=[CH:23][CH:24]=[CH:25][CH:26]=3)[C:21]=2[CH:20]=[CH:19][CH:18]=1. The yield is 0.280.